From a dataset of Reaction yield outcomes from USPTO patents with 853,638 reactions. Predict the reaction yield, written as a fraction of the theoretical maximum amount of product (1.0 means a 100% yield; for example, 0.34 means a 34% yield). (1) The product is [CH2:1]([O:23][CH2:24][CH2:25][CH2:26][CH2:27][CH2:28][CH2:29][CH2:30][CH2:31][CH2:32][CH2:33][CH2:34][CH2:35][O:36][C:37]1([O:51][CH2:52][CH2:53][CH2:54][CH2:55][CH2:56][CH2:57][CH2:58][CH2:59][CH2:60][CH2:61][CH2:62][CH2:63][O:64][CH2:65][CH2:66][CH2:67][CH2:68][CH2:69][CH2:70][CH2:71][CH2:72][CH2:73][CH2:74][CH2:75][CH2:76][CH2:77][CH2:78][CH2:79][CH2:80][CH2:81][CH2:82][CH2:83][CH2:84][CH2:85][CH3:86])[CH:38]=[CH:39][C:40]([CH:41]([OH:42])[C:43]2[CH:44]=[CH:45][CH:46]=[CH:47][CH:48]=2)=[CH:49][CH2:50]1)[CH2:2][CH2:3][CH2:4][CH2:5][CH2:6][CH2:7][CH2:8][CH2:9][CH2:10][CH2:11][CH2:12][CH2:13][CH2:14][CH2:15][CH2:16][CH2:17][CH2:18][CH2:19][CH2:20][CH2:21][CH3:22]. The catalyst is C(Cl)(Cl)Cl. The reactants are [CH2:1]([O:23][CH2:24][CH2:25][CH2:26][CH2:27][CH2:28][CH2:29][CH2:30][CH2:31][CH2:32][CH2:33][CH2:34][CH2:35][O:36][C:37]1([O:51][CH2:52][CH2:53][CH2:54][CH2:55][CH2:56][CH2:57][CH2:58][CH2:59][CH2:60][CH2:61][CH2:62][CH2:63][O:64][CH2:65][CH2:66][CH2:67][CH2:68][CH2:69][CH2:70][CH2:71][CH2:72][CH2:73][CH2:74][CH2:75][CH2:76][CH2:77][CH2:78][CH2:79][CH2:80][CH2:81][CH2:82][CH2:83][CH2:84][CH2:85][CH3:86])[CH:50]=[CH:49][C:40]([C:41]([C:43]2[CH:48]=[CH:47][CH:46]=[CH:45][CH:44]=2)=[O:42])=[CH:39][CH2:38]1)[CH2:2][CH2:3][CH2:4][CH2:5][CH2:6][CH2:7][CH2:8][CH2:9][CH2:10][CH2:11][CH2:12][CH2:13][CH2:14][CH2:15][CH2:16][CH2:17][CH2:18][CH2:19][CH2:20][CH2:21][CH3:22].CO.[BH4-].[Na+].Cl. The yield is 0.980. (2) The catalyst is C(#N)C. The product is [C:10]([O:14][C:15](=[O:21])[NH:16][CH2:17][CH2:18][CH2:19][NH:20][C@H:6]([C:8]#[CH:9])[CH3:7])([CH3:13])([CH3:11])[CH3:12]. The yield is 0.170. The reactants are CS(O[C@@H:6]([C:8]#[CH:9])[CH3:7])(=O)=O.[C:10]([O:14][C:15](=[O:21])[NH:16][CH2:17][CH2:18][CH2:19][NH2:20])([CH3:13])([CH3:12])[CH3:11].C(=O)([O-])[O-].[K+].[K+]. (3) The reactants are [O:1]=[C:2]1[C:11]2[C:6](=[CH:7][CH:8]=[CH:9][CH:10]=2)[NH:5][CH:4]=[C:3]1[C:12]([OH:14])=O.CN(C(ON1N=NC2C=CC=CC1=2)=[N+](C)C)C.F[P-](F)(F)(F)(F)F.CCN(CC)CC.[NH2:46][C:47]1[C:48]([C:58]([CH3:61])([CH3:60])[CH3:59])=[CH:49][C:50]([C:54]([CH3:57])([CH3:56])[CH3:55])=[C:51]([OH:53])[CH:52]=1. The catalyst is CN(C=O)C.CCOCC.CCO. The product is [OH:53][C:51]1[C:50]([C:54]([CH3:57])([CH3:56])[CH3:55])=[CH:49][C:48]([C:58]([CH3:60])([CH3:59])[CH3:61])=[C:47]([NH:46][C:12]([C:3]2[C:2](=[O:1])[C:11]3[C:6](=[CH:7][CH:8]=[CH:9][CH:10]=3)[NH:5][CH:4]=2)=[O:14])[CH:52]=1. The yield is 0.520. (4) The product is [Br:8][C:5]1[CH:6]=[CH:7][C:2]([C:18]2([OH:21])[CH2:19][CH2:20][N:15]([CH3:14])[CH2:16][CH2:17]2)=[N:3][CH:4]=1. The reactants are Br[C:2]1[CH:7]=[CH:6][C:5]([Br:8])=[CH:4][N:3]=1.C([Li])CCC.[CH3:14][N:15]1[CH2:20][CH2:19][C:18](=[O:21])[CH2:17][CH2:16]1.[Cl-].[NH4+]. The catalyst is C1(C)C=CC=CC=1.CCCCCC. The yield is 0.540. (5) The reactants are [CH2:1]([O:3][C:4]1[CH:23]=[C:22]([F:24])[C:7]([CH2:8][N:9]2[C:17]3[C:12](=[CH:13][CH:14]=[CH:15][CH:16]=3)[C:11]([C:18](OC)=O)=[N:10]2)=[C:6]([F:25])[CH:5]=1)[CH3:2].Cl.Cl.[C:28](=[NH:34])([NH2:33])[CH2:29][C:30](=[NH:32])[NH2:31].C[O-].[Na+]. The catalyst is CO. The product is [CH2:1]([O:3][C:4]1[CH:23]=[C:22]([F:24])[C:7]([CH2:8][N:9]2[C:17]3[C:12](=[CH:13][CH:14]=[CH:15][CH:16]=3)[C:11]([C:18]3[N:33]=[C:28]([NH2:34])[CH:29]=[C:30]([NH2:32])[N:31]=3)=[N:10]2)=[C:6]([F:25])[CH:5]=1)[CH3:2]. The yield is 0.517. (6) The reactants are [CH3:1][N:2]1[CH2:6][CH2:5][N:4]([C@@H:7]2[CH2:12][CH2:11][CH2:10][N:9](C(OC(C)(C)C)=O)[CH2:8]2)[C:3]1=[O:20].Cl. The catalyst is O1CCOCC1.O1CCOCC1. The product is [CH3:1][N:2]1[CH2:6][CH2:5][N:4]([C@@H:7]2[CH2:12][CH2:11][CH2:10][NH:9][CH2:8]2)[C:3]1=[O:20]. The yield is 0.530. (7) The reactants are [H-].[Na+].[OH:3][C:4]1[CH:13]=[C:12]2[C:7]([C:8]([NH:14][CH:15]([CH3:17])[CH3:16])=[N:9][CH:10]=[N:11]2)=[CH:6][C:5]=1[C:18]([O:20][CH2:21][CH3:22])=[O:19].[CH3:23][S:24][CH2:25][CH2:26][CH2:27]OS(C1C=CC(C)=CC=1)(=O)=O.O. The catalyst is CN(C)C=O.C(OCC)(=O)C. The product is [CH:15]([NH:14][C:8]1[C:7]2[C:12](=[CH:13][C:4]([O:3][CH2:27][CH2:26][CH2:25][S:24][CH3:23])=[C:5]([C:18]([O:20][CH2:21][CH3:22])=[O:19])[CH:6]=2)[N:11]=[CH:10][N:9]=1)([CH3:17])[CH3:16]. The yield is 0.480.